This data is from NCI-60 drug combinations with 297,098 pairs across 59 cell lines. The task is: Regression. Given two drug SMILES strings and cell line genomic features, predict the synergy score measuring deviation from expected non-interaction effect. (1) Drug 1: CN1C(=O)N2C=NC(=C2N=N1)C(=O)N. Drug 2: CC1=C2C(C(=O)C3(C(CC4C(C3C(C(C2(C)C)(CC1OC(=O)C(C(C5=CC=CC=C5)NC(=O)C6=CC=CC=C6)O)O)OC(=O)C7=CC=CC=C7)(CO4)OC(=O)C)O)C)OC(=O)C. Cell line: ACHN. Synergy scores: CSS=5.54, Synergy_ZIP=-2.60, Synergy_Bliss=-4.24, Synergy_Loewe=-3.82, Synergy_HSA=-3.81. (2) Drug 2: C(=O)(N)NO. Cell line: OVCAR-4. Drug 1: C1CCC(CC1)NC(=O)N(CCCl)N=O. Synergy scores: CSS=3.81, Synergy_ZIP=-0.0711, Synergy_Bliss=3.53, Synergy_Loewe=-5.86, Synergy_HSA=-0.821.